Dataset: Reaction yield outcomes from USPTO patents with 853,638 reactions. Task: Predict the reaction yield, written as a fraction of the theoretical maximum amount of product (1.0 means a 100% yield; for example, 0.34 means a 34% yield). The reactants are S(=O)(=O)(O)N.P([O-])(O)(O)=O.[Na+].[CH3:12][C:13]([C:16]1[CH:17]=[CH:18][C:19]([OH:24])=[C:20]([CH:23]=1)[CH:21]=[O:22])([CH3:15])[CH3:14].Cl([O-])=[O:26].[Na+].S([O-])([O-])=O.[Na+].[Na+].Cl. The catalyst is O1CCOCC1.O. The product is [CH3:15][C:13]([C:16]1[CH:23]=[C:20]([C:21]([OH:26])=[O:22])[C:19]([OH:24])=[CH:18][CH:17]=1)([CH3:12])[CH3:14]. The yield is 0.774.